This data is from Forward reaction prediction with 1.9M reactions from USPTO patents (1976-2016). The task is: Predict the product of the given reaction. Given the reactants [Br:1][C:2]1[CH:7]=[CH:6][C:5]([CH:8]([OH:12])[CH2:9][CH2:10]Cl)=[CH:4][CH:3]=1.[C:13]1([C@H:19]([NH2:21])[CH3:20])[CH:18]=[CH:17][CH:16]=[CH:15][CH:14]=1.[I-].[K+].C(=O)([O-])[O-].[K+].[K+].C(N(CC)CC)C.Cl[CH2:38][C:39](Cl)=[O:40].Cl.[OH-].[K+], predict the reaction product. The product is: [Br:1][C:2]1[CH:7]=[CH:6][C:5]([CH:8]2[O:12][CH2:38][C:39](=[O:40])[N:21]([C@@H:19]([C:13]3[CH:18]=[CH:17][CH:16]=[CH:15][CH:14]=3)[CH3:20])[CH2:10][CH2:9]2)=[CH:4][CH:3]=1.